Dataset: Forward reaction prediction with 1.9M reactions from USPTO patents (1976-2016). Task: Predict the product of the given reaction. (1) The product is: [Br:27][CH2:25][C:23]1[C:22]([Cl:26])=[CH:21][C:20]2[C:16]([N:8]([C:9]([O:10][C:11]([CH3:14])([CH3:13])[CH3:12])=[O:15])[C:6](=[O:7])[O:5][C:1]([CH3:2])([CH3:3])[CH3:4])=[N:17][O:18][C:19]=2[CH:24]=1. Given the reactants [C:1]([O:5][C:6]([N:8]([C:16]1[C:20]2[CH:21]=[C:22]([Cl:26])[C:23]([CH3:25])=[CH:24][C:19]=2[O:18][N:17]=1)[C:9](=[O:15])[O:10][C:11]([CH3:14])([CH3:13])[CH3:12])=[O:7])([CH3:4])([CH3:3])[CH3:2].[Br:27]N1C(=O)CCC1=O.CC(N=NC(C#N)(C)C)(C#N)C, predict the reaction product. (2) The product is: [CH3:30][O:19][C@@H:16]1[CH2:15][C:14]2[C@@:2]([CH3:1])([CH:3]3[CH:11]([CH2:12][CH:13]=2)[CH:10]2[C@@:6]([CH3:26])([C@@H:7]([C:20]4([CH3:25])[O:21][CH2:22][CH2:23][O:24]4)[CH2:8][CH2:9]2)[CH2:5][C@@H:4]3[OH:27])[CH2:18][CH2:17]1. Given the reactants [CH3:1][C@:2]12[CH2:18][CH2:17][C@H:16]([OH:19])[CH2:15][C:14]1=[CH:13][CH2:12][CH:11]1[CH:3]2[C@@H:4]([OH:27])[CH2:5][C@@:6]2([CH3:26])[CH:10]1[CH2:9][CH2:8][C@@H:7]2[C:20]1([CH3:25])[O:24][CH2:23][CH2:22][O:21]1.[H-].[Na+].[CH3:30]I, predict the reaction product.